From a dataset of Forward reaction prediction with 1.9M reactions from USPTO patents (1976-2016). Predict the product of the given reaction. (1) Given the reactants Cl.[NH2:2][CH2:3][C:4]1[CH:5]=[C:6](B(O)O)[CH:7]=[CH:8][CH:9]=1.Cl[C:14]1[CH:15]=[C:16]([CH:31]=[CH:32][N:33]=1)[C:17]([NH:19][C:20]1[CH:25]=[CH:24][CH:23]=[CH:22][C:21]=1[CH2:26][C:27]([O:29]C)=[O:28])=[O:18].C(Cl)Cl.[O-]P([O-])([O-])=O.[K+].[K+].[K+], predict the reaction product. The product is: [NH2:2][CH2:3][C:4]1[CH:5]=[C:6]([C:14]2[CH:15]=[C:16]([CH:31]=[CH:32][N:33]=2)[C:17]([NH:19][C:20]2[CH:25]=[CH:24][CH:23]=[CH:22][C:21]=2[CH2:26][C:27]([OH:29])=[O:28])=[O:18])[CH:7]=[CH:8][CH:9]=1. (2) Given the reactants [C:1](#[N:10])[CH:2]=[CH:3][C:4]1[CH:9]=[CH:8][CH:7]=[CH:6][CH:5]=1.C(=O)([S:13][CH2:14][CH2:15][C:16]([N:18]([CH3:20])[CH3:19])=[O:17])C.C1CCN2C(=NCCC2)CC1, predict the reaction product. The product is: [C:1]([CH2:2][CH:3]([S:13][CH2:14][CH2:15][C:16]([N:18]([CH3:20])[CH3:19])=[O:17])[C:4]1[CH:9]=[CH:8][CH:7]=[CH:6][CH:5]=1)#[N:10]. (3) The product is: [NH2:32][CH:16]([C:10]1[C:9]([C:19]2[CH:24]=[CH:23][CH:22]=[C:21]([F:25])[CH:20]=2)=[C:8]([NH:4][C:1](=[O:3])[CH3:2])[C:13]([CH3:14])=[C:12]([Cl:15])[CH:11]=1)[CH3:17]. Given the reactants [C:1]([N:4]([C:8]1[C:13]([CH3:14])=[C:12]([Cl:15])[CH:11]=[C:10]([C:16](=O)[CH3:17])[C:9]=1[C:19]1[CH:24]=[CH:23][CH:22]=[C:21]([F:25])[CH:20]=1)C(=O)C)(=[O:3])[CH3:2].C([O-])(=O)C.[NH4+].C([BH3-])#[N:32].[Na+], predict the reaction product. (4) Given the reactants Cl[C:2]1[C:7]([C:8]([F:11])([F:10])[F:9])=[CH:6][N:5]=[C:4]([C:12]2[CH:13]=[N:14][C:15]([C:18]([F:21])([F:20])[F:19])=[N:16][CH:17]=2)[N:3]=1.C(=O)([O-])[O-].[Na+].[Na+].FB([CH2:32][NH:33][C:34](=[O:40])[O:35][C:36]([CH3:39])([CH3:38])[CH3:37])(F)F.[K].O, predict the reaction product. The product is: [F:9][C:8]([F:11])([F:10])[C:7]1[C:2]([CH2:32][NH:33][C:34](=[O:40])[O:35][C:36]([CH3:39])([CH3:38])[CH3:37])=[N:3][C:4]([C:12]2[CH:13]=[N:14][C:15]([C:18]([F:21])([F:20])[F:19])=[N:16][CH:17]=2)=[N:5][CH:6]=1. (5) Given the reactants [CH:1]1[CH:2]=[CH:3][C:4]([NH:11][C:12]2[C:13]([Cl:19])=[CH:14][CH:15]=[CH:16][C:17]=2[Cl:18])=[C:5]([CH2:7][C:8]([OH:10])=[O:9])[CH:6]=1.OC1C2N=NNC=2C=CC=1.C1CCC(N=C=NC2CCCCC2)CC1.O[C:46]1[CH:54]=[CH:53][C:49]([C:50]([NH2:52])=[O:51])=[CH:48][CH:47]=1, predict the reaction product. The product is: [Cl:19][C:13]1[CH:14]=[CH:15][CH:16]=[C:17]([Cl:18])[C:12]=1[NH:11][C:4]1[CH:3]=[CH:2][CH:1]=[CH:6][C:5]=1[CH2:7][C:8]([O:10][C:46]1[CH:54]=[CH:53][C:49]([C:50](=[O:51])[NH2:52])=[CH:48][CH:47]=1)=[O:9].